Dataset: Catalyst prediction with 721,799 reactions and 888 catalyst types from USPTO. Task: Predict which catalyst facilitates the given reaction. Reactant: [Cl:1][C:2]1[CH:7]=[CH:6][C:5]([S:8]([NH:11][C:12]2[CH:32]=[CH:31][C:15]3[N:16]([C:25]4[CH:30]=[CH:29][CH:28]=[CH:27][CH:26]=4)[C:17]([C:19]4[CH:24]=[CH:23][CH:22]=[CH:21][CH:20]=4)=[N:18][C:14]=3[CH:13]=2)(=[O:10])=[O:9])=[CH:4][CH:3]=1.[H-].[Na+].[CH3:35][O:36][C:37](=[O:40])[CH2:38]Br.O. Product: [CH3:35][O:36][C:37](=[O:40])[CH2:38][N:11]([S:8]([C:5]1[CH:6]=[CH:7][C:2]([Cl:1])=[CH:3][CH:4]=1)(=[O:10])=[O:9])[C:12]1[CH:32]=[CH:31][C:15]2[N:16]([C:25]3[CH:26]=[CH:27][CH:28]=[CH:29][CH:30]=3)[C:17]([C:19]3[CH:24]=[CH:23][CH:22]=[CH:21][CH:20]=3)=[N:18][C:14]=2[CH:13]=1. The catalyst class is: 9.